This data is from Reaction yield outcomes from USPTO patents with 853,638 reactions. The task is: Predict the reaction yield, written as a fraction of the theoretical maximum amount of product (1.0 means a 100% yield; for example, 0.34 means a 34% yield). (1) The catalyst is CO.O. The yield is 0.217. The reactants are Cl.C([NH:5][CH2:6][CH2:7][N:8]([CH2:21][CH2:22][C:23]12[CH2:32][CH:27]3[CH2:28][CH:29]([CH2:31][CH:25]([CH2:26]3)[CH2:24]1)[CH2:30]2)[C:9]([NH:11][CH2:12][CH2:13][CH2:14][C:15]1[CH:20]=[CH:19][N:18]=[CH:17][CH:16]=1)=[O:10])(=O)C.[OH-].[Na+].C(Cl)(Cl)Cl. The product is [C:23]12([CH2:22][CH2:21][N:8]([CH2:7][CH2:6][NH2:5])[C:9]([NH:11][CH2:12][CH2:13][CH2:14][C:15]3[CH:20]=[CH:19][N:18]=[CH:17][CH:16]=3)=[O:10])[CH2:30][CH:29]3[CH2:28][CH:27]([CH2:26][CH:25]([CH2:31]3)[CH2:24]1)[CH2:32]2. (2) The reactants are [CH3:1][O:2][C:3]1[CH:8]=[C:7](Br)[CH:6]=[CH:5][C:4]=1[N+:10]([O-:12])=[O:11].O.[CH2:14](O)[CH2:15]C. The catalyst is C1C=CC(P(C2C=CC=CC=2)[C-]2C=CC=C2)=CC=1.C1C=CC(P(C2C=CC=CC=2)[C-]2C=CC=C2)=CC=1.Cl[Pd]Cl.[Fe+2]. The product is [CH3:1][O:2][C:3]1[CH:8]=[C:7]([CH:14]=[CH2:15])[CH:6]=[CH:5][C:4]=1[N+:10]([O-:12])=[O:11]. The yield is 0.580. (3) The reactants are [F:1][C:2]1[CH:7]=[CH:6][CH:5]=[CH:4][C:3]=1[C:8]1[C:13]([N+:14]([O-])=O)=[CH:12][CH:11]=[C:10]([N:17]2[CH2:22][CH2:21][N:20]([CH3:23])[CH2:19][CH2:18]2)[CH:9]=1.[C:24]([C:26]1[O:30][C:29]([C:31](O)=[O:32])=[CH:28][CH:27]=1)#[N:25].C(Cl)(=O)C(Cl)=O.CCN(C(C)C)C(C)C. The catalyst is [Pd].CO.ClCCl.CN(C=O)C. The product is [F:1][C:2]1[CH:7]=[CH:6][CH:5]=[CH:4][C:3]=1[C:8]1[CH:9]=[C:10]([N:17]2[CH2:22][CH2:21][N:20]([CH3:23])[CH2:19][CH2:18]2)[CH:11]=[CH:12][C:13]=1[NH:14][C:31]([C:29]1[O:30][C:26]([C:24]#[N:25])=[CH:27][CH:28]=1)=[O:32]. The yield is 0.770. (4) The product is [CH3:19][CH:9]1[O:10][C:11]2[CH:16]=[CH:15][C:14]([O:4][CH3:1])=[CH:13][C:12]=2[O:7][CH2:8]1. The catalyst is [N+](CCCC)(CCCC)(CCCC)CCCC.[I-].CN(C=O)C. The yield is 0.850. The reactants are [C:1]([O-:4])([O-])=O.[K+].[K+].[O:7]1[C:12]2[CH:13]=[CH:14][C:15](O)=[CH:16][C:11]=2[O:10][CH2:9][CH2:8]1.I[CH3:19]. (5) The reactants are C([CH:4]1[CH2:7][CH:6]([N:8]2[C:13](=[O:14])[C:12]([CH2:15][C:16]3[CH:21]=[CH:20][C:19]([C:22]4[C:23]([C:28]#[N:29])=[CH:24][CH:25]=[CH:26][CH:27]=4)=[CH:18][C:17]=3[F:30])=[C:11]([CH2:31][CH2:32][CH3:33])[N:10]3[N:34]=[CH:35][N:36]=[C:9]23)[CH2:5]1)(=O)C.OO.FC(F)(F)C(OC(=O)C(F)(F)F)=[O:42].C(=O)([O-])O.[Na+].S([O-])([O-])(=O)=S.[Na+].[Na+].CC(OI1(OC(C)=O)(OC(C)=O)OC(=O)C2C=CC=CC1=2)=O. The catalyst is C(#N)C.C(Cl)(Cl)Cl. The product is [F:30][C:17]1[CH:18]=[C:19]([C:22]2[C:23]([C:28]#[N:29])=[CH:24][CH:25]=[CH:26][CH:27]=2)[CH:20]=[CH:21][C:16]=1[CH2:15][C:12]1[C:13](=[O:14])[N:8]([C@H:6]2[CH2:5][C@@H:4]([OH:42])[CH2:7]2)[C:9]2[N:10]([N:34]=[CH:35][N:36]=2)[C:11]=1[CH2:31][CH2:32][CH3:33]. The yield is 0.750. (6) The reactants are Br[C:2]1[CH:3]=[C:4]([CH:8]2[C:17]([CH3:19])([CH3:18])[CH2:16][C:15]3[C:10](=[CH:11][CH:12]=[C:13]([C:20]([OH:22])=[O:21])[CH:14]=3)[NH:9]2)[CH:5]=[CH:6][CH:7]=1.[CH2:23]([N:30]1[CH2:39][CH2:38][C:37]2[C:36](=[O:40])[NH:35][CH:34]=[N:33][C:32]=2[CH2:31]1)[C:24]1[CH:29]=[CH:28][CH:27]=[CH:26][CH:25]=1.Cl.CN(C)CC(O)=O.C(=O)([O-])[O-].[K+].[K+]. The catalyst is CS(C)=O.[Cu]I. The product is [CH2:23]([N:30]1[CH2:39][CH2:38][C:37]2[C:36](=[O:40])[N:35]([C:2]3[CH:3]=[C:4]([CH:8]4[C:17]([CH3:19])([CH3:18])[CH2:16][C:15]5[C:10](=[CH:11][CH:12]=[C:13]([C:20]([OH:22])=[O:21])[CH:14]=5)[NH:9]4)[CH:5]=[CH:6][CH:7]=3)[CH:34]=[N:33][C:32]=2[CH2:31]1)[C:24]1[CH:25]=[CH:26][CH:27]=[CH:28][CH:29]=1. The yield is 0.610. (7) The reactants are [CH3:1][O:2][C:3]1[CH:4]=[C:5]2[C:10](=[CH:11][C:12]=1[O:13][CH3:14])[N:9]=[CH:8][CH:7]=[C:6]2[O:15][C:16]1[C:22]([CH3:23])=[CH:21][C:19]([NH2:20])=[C:18]([CH3:24])[CH:17]=1.C([N:27]([CH2:30]C)CC)C.[C:32](Cl)(Cl)=[S:33].N[CH2:37][CH2:38][CH2:39][N:40]1[CH:44]=[CH:43][N:42]=[CH:41]1.CN(C)C=[O:48]. The catalyst is C(OCC)(=O)C. The product is [CH3:1][O:2][C:3]1[CH:4]=[C:5]2[C:10](=[CH:11][C:12]=1[O:13][CH3:14])[N:9]=[CH:8][CH:7]=[C:6]2[O:15][C:16]1[C:22]([CH3:23])=[CH:21][C:19]([NH:20][C:32]([NH:27][CH2:30][CH2:37][CH2:38][C:39]([N:40]2[CH:44]=[CH:43][N:42]=[CH:41]2)=[O:48])=[S:33])=[C:18]([CH3:24])[CH:17]=1. The yield is 0.250.